Predict the product of the given reaction. From a dataset of Forward reaction prediction with 1.9M reactions from USPTO patents (1976-2016). (1) Given the reactants CC([Si](C)(C)[O:6][C@H:7]1[CH2:12][C@@H:11]([CH2:13][N:14]2[C:22](=[O:23])[C:21]3[C:16](=[CH:17][CH:18]=[CH:19][CH:20]=3)[C:15]2=[O:24])[CH2:10][N:9]([C:25]([O:27][CH2:28][C:29]2[CH:34]=[CH:33][CH:32]=[CH:31][CH:30]=2)=[O:26])[CH2:8]1)(C)C.[F-].C([N+](CCCC)(CCCC)CCCC)CCC, predict the reaction product. The product is: [O:24]=[C:15]1[C:16]2[C:21](=[CH:20][CH:19]=[CH:18][CH:17]=2)[C:22](=[O:23])[N:14]1[CH2:13][C@H:11]1[CH2:12][C@@H:7]([OH:6])[CH2:8][N:9]([C:25]([O:27][CH2:28][C:29]2[CH:30]=[CH:31][CH:32]=[CH:33][CH:34]=2)=[O:26])[CH2:10]1. (2) Given the reactants [Cl:1][C:2]1[CH:10]=[C:9]2[C:5]([C:6]([C:11]([N:13]3[CH2:18][CH2:17][CH:16]([C:19]4[CH:24]=[CH:23][CH:22]=[CH:21][C:20]=4[O:25][CH:26]([CH3:28])[CH3:27])[CH2:15][CH2:14]3)=[O:12])=[CH:7][NH:8]2)=[CH:4][CH:3]=1.Cl[CH2:30][C:31]([N:33]([CH3:35])[CH3:34])=[O:32], predict the reaction product. The product is: [Cl:1][C:2]1[CH:10]=[C:9]2[C:5]([C:6]([C:11]([N:13]3[CH2:18][CH2:17][CH:16]([C:19]4[CH:24]=[CH:23][CH:22]=[CH:21][C:20]=4[O:25][CH:26]([CH3:28])[CH3:27])[CH2:15][CH2:14]3)=[O:12])=[CH:7][N:8]2[CH2:30][C:31]([N:33]([CH3:35])[CH3:34])=[O:32])=[CH:4][CH:3]=1. (3) The product is: [NH2:1][C:2]([C:4]1[CH:5]=[C:6]([CH2:30][OH:31])[CH:7]=[C:8]2[C:13]=1[N:12]=[CH:11][N:10]=[C:9]2[NH:14][CH2:15][C:16]1[CH:17]=[C:18]([NH:22][C:23](=[O:29])[O:24][C:25]([CH3:28])([CH3:26])[CH3:27])[CH:19]=[CH:20][CH:21]=1)=[O:3]. Given the reactants [NH2:1][C:2]([C:4]1[CH:5]=[C:6]([CH:30]=[O:31])[CH:7]=[C:8]2[C:13]=1[N:12]=[CH:11][N:10]=[C:9]2[NH:14][CH2:15][C:16]1[CH:17]=[C:18]([NH:22][C:23](=[O:29])[O:24][C:25]([CH3:28])([CH3:27])[CH3:26])[CH:19]=[CH:20][CH:21]=1)=[O:3].[Na].[BH4-].[Na+], predict the reaction product. (4) Given the reactants [NH2:1][C:2]1[CH:17]=[CH:16][CH:15]=[CH:14][C:3]=1[C:4]([NH:6][CH2:7][CH2:8][CH2:9][CH2:10][C:11]([OH:13])=[O:12])=[O:5].C[Si](Cl)(C)C.C(N(CC)CC)C.C([O:33][C:34]1[C:35](=[CH:39][CH:40]=[CH:41][CH:42]=1)[C:36](Cl)=[O:37])(=O)C.[OH-].[Na+].Cl, predict the reaction product. The product is: [OH:33][C:34]1[CH:42]=[CH:41][CH:40]=[CH:39][C:35]=1[C:36]([NH:1][C:2]1[CH:17]=[CH:16][CH:15]=[CH:14][C:3]=1[C:4]([NH:6][CH2:7][CH2:8][CH2:9][CH2:10][C:11]([OH:13])=[O:12])=[O:5])=[O:37]. (5) Given the reactants Cl.[C:2]([C:6]1[CH:7]=[C:8]([C@@H:12]([NH2:14])[CH3:13])[CH:9]=[CH:10][CH:11]=1)([CH3:5])([CH3:4])[CH3:3].[Cl:15][C:16]1[CH:36]=[CH:35][C:34]([O:37][C@@H:38]([CH3:43])[C:39]([O:41][CH3:42])=[O:40])=[CH:33][C:17]=1[CH2:18][N:19]1[C:27]2[C:22](=[CH:23][C:24]([C:28](O)=[O:29])=[CH:25][CH:26]=2)[C:21]([CH3:31])=[C:20]1[CH3:32], predict the reaction product. The product is: [C:2]([C:6]1[CH:7]=[C:8]([C@@H:12]([NH:14][C:28]([C:24]2[CH:23]=[C:22]3[C:27](=[CH:26][CH:25]=2)[N:19]([CH2:18][C:17]2[CH:33]=[C:34]([CH:35]=[CH:36][C:16]=2[Cl:15])[O:37][C@@H:38]([CH3:43])[C:39]([O:41][CH3:42])=[O:40])[C:20]([CH3:32])=[C:21]3[CH3:31])=[O:29])[CH3:13])[CH:9]=[CH:10][CH:11]=1)([CH3:5])([CH3:3])[CH3:4].